Predict the reaction yield, written as a fraction of the theoretical maximum amount of product (1.0 means a 100% yield; for example, 0.34 means a 34% yield). From a dataset of Reaction yield outcomes from USPTO patents with 853,638 reactions. (1) The reactants are [C:1]([C:5]1[CH:10]=[CH:9][C:8]([C:11]2[N:15]([CH3:16])[N:14]=[C:13]([C:17](=[N:19][NH:20][C:21]([C:23]3[CH:32]=[CH:31][C:26]([C:27]([O:29]C)=[O:28])=[C:25]([Cl:33])[CH:24]=3)=[O:22])[CH3:18])[C:12]=2[OH:34])=[CH:7][CH:6]=1)([CH3:4])([CH3:3])[CH3:2].CO.[OH-].[Na+].Cl. The catalyst is C1COCC1.O. The product is [C:1]([C:5]1[CH:10]=[CH:9][C:8]([C:11]2[N:15]([CH3:16])[N:14]=[C:13]([C:17](=[N:19][NH:20][C:21]([C:23]3[CH:32]=[CH:31][C:26]([C:27]([OH:29])=[O:28])=[C:25]([Cl:33])[CH:24]=3)=[O:22])[CH3:18])[C:12]=2[OH:34])=[CH:7][CH:6]=1)([CH3:2])([CH3:3])[CH3:4]. The yield is 0.750. (2) The reactants are Br[C:2]1[CH:3]=[N:4][CH:5]=[C:6]([F:10])[C:7]=1[CH:8]=[O:9].C([Sn](CCCC)(CCCC)[C:16]1[N:17]=[CH:18][N:19]([C:21]([C:34]2[CH:39]=[CH:38][CH:37]=[CH:36][CH:35]=2)([C:28]2[CH:33]=[CH:32][CH:31]=[CH:30][CH:29]=2)[C:22]2[CH:27]=[CH:26][CH:25]=[CH:24][CH:23]=2)[CH:20]=1)CCC. The catalyst is C(#N)C.O. The product is [F:10][C:6]1[CH:5]=[N:4][CH:3]=[C:2]([C:16]2[N:17]=[CH:18][N:19]([C:21]([C:22]3[CH:27]=[CH:26][CH:25]=[CH:24][CH:23]=3)([C:34]3[CH:35]=[CH:36][CH:37]=[CH:38][CH:39]=3)[C:28]3[CH:29]=[CH:30][CH:31]=[CH:32][CH:33]=3)[CH:20]=2)[C:7]=1[CH:8]=[O:9]. The yield is 0.710.